From a dataset of hERG Central: cardiac toxicity at 1µM, 10µM, and general inhibition. Predict hERG channel inhibition at various concentrations. (1) The molecule is CCOC(=O)c1sc(NC(=O)CCN2CCN(C)CC2)c(C(=O)OCC)c1C. Results: hERG_inhib (hERG inhibition (general)): blocker. (2) The drug is Cc1nn(-c2cccc([N+](=O)[O-])c2)c(N)c1-c1ccccc1. Results: hERG_inhib (hERG inhibition (general)): blocker.